This data is from Catalyst prediction with 721,799 reactions and 888 catalyst types from USPTO. The task is: Predict which catalyst facilitates the given reaction. Reactant: [Cl:1][C:2]1[CH:7]=[C:6]2[NH:8][C:9](=[O:44])[C@@:10]3([C@H:14]([CH2:15][C@@H:16]([CH3:21])[C:17]([F:20])([F:19])[F:18])[NH:13][C@@H:12]([C:22]([NH:24][C:25]4[CH:33]=[CH:32][C:28]([C:29]([OH:31])=O)=[CH:27][C:26]=4[O:34][CH3:35])=[O:23])[C@@H:11]3[C:36]3[CH:41]=[CH:40][CH:39]=[C:38]([Cl:42])[C:37]=3[F:43])[C:5]2=[CH:4][CH:3]=1.C1N=C[N:47](C(N2C=NC=C2)=O)C=1.N. Product: [C:29]([C:28]1[CH:32]=[CH:33][C:25]([NH:24][C:22]([CH:12]2[CH:11]([C:36]3[CH:41]=[CH:40][CH:39]=[C:38]([Cl:42])[C:37]=3[F:43])[C:10]3([C:5]4[C:6](=[CH:7][C:2]([Cl:1])=[CH:3][CH:4]=4)[NH:8][C:9]3=[O:44])[CH:14]([CH2:15][C@@H:16]([CH3:21])[C:17]([F:19])([F:20])[F:18])[NH:13]2)=[O:23])=[C:26]([O:34][CH3:35])[CH:27]=1)(=[O:31])[NH2:47]. The catalyst class is: 1.